Task: Predict the reaction yield, written as a fraction of the theoretical maximum amount of product (1.0 means a 100% yield; for example, 0.34 means a 34% yield).. Dataset: Reaction yield outcomes from USPTO patents with 853,638 reactions The reactants are [CH2:1]([O:4][C:5](=[O:25])[NH:6][C:7]1[CH:12]=[CH:11][CH:10]=[C:9]([C:13](=O)[CH:14](Br)[C:15]2[CH:20]=[CH:19][N:18]=[C:17]([Cl:21])[N:16]=2)[C:8]=1[F:24])[CH:2]=[CH2:3].[CH3:26][C:27]([CH3:32])([CH3:31])[C:28]([NH2:30])=[O:29].O. The catalyst is CC(N(C)C)=O. The product is [CH2:1]([O:4][C:5](=[O:25])[NH:6][C:7]1[CH:12]=[CH:11][CH:10]=[C:9]([C:13]2[N:30]=[C:28]([C:27]([CH3:32])([CH3:31])[CH3:26])[O:29][C:14]=2[C:15]2[CH:20]=[CH:19][N:18]=[C:17]([Cl:21])[N:16]=2)[C:8]=1[F:24])[CH:2]=[CH2:3]. The yield is 0.190.